Dataset: Forward reaction prediction with 1.9M reactions from USPTO patents (1976-2016). Task: Predict the product of the given reaction. (1) Given the reactants [NH2:1][C:2]1[CH:7]=[C:6]([C:8]#[N:9])[C:5]([C:10]#[N:11])=[CH:4][C:3]=1[NH2:12].[CH:13](=O)[C:14]1[CH:19]=[CH:18][CH:17]=[CH:16][CH:15]=1.O=O.I[CH2:24][CH2:25][CH3:26].C1CCN2C(=NCCC2)CC1, predict the reaction product. The product is: [C:10]([C:5]1[C:6]([C:8]#[N:9])=[CH:7][C:2]2[N:1]([CH2:24][CH2:25][CH3:26])[C:13]([C:14]3[CH:19]=[CH:18][CH:17]=[CH:16][CH:15]=3)=[N:12][C:3]=2[CH:4]=1)#[N:11]. (2) Given the reactants [CH:1]1([C:4]2[C:13]3[C:8](=[CH:9][CH:10]=[CH:11][CH:12]=3)[N:7]=[CH:6][CH:5]=2)[CH2:3][CH2:2]1.[Br:14][CH2:15][C:16]([NH2:18])=[O:17], predict the reaction product. The product is: [Br-:14].[NH2:18][C:16](=[O:17])[CH2:15][N+:7]1[C:8]2[C:13](=[CH:12][CH:11]=[CH:10][CH:9]=2)[C:4]([CH:1]2[CH2:3][CH2:2]2)=[CH:5][CH:6]=1. (3) Given the reactants Cl[C:2]1[C:7]2[C:8]([C:17]3[CH:22]=[CH:21][C:20]([O:23][CH3:24])=[CH:19][CH:18]=3)=[C:9]([C:11]3[CH:16]=[CH:15][CH:14]=[CH:13][CH:12]=3)[O:10][C:6]=2[CH:5]=[CH:4][N:3]=1.CC(C)([O-])C.[Na+].C1(P(C2C=CC=CC=2)C2C=CC3C(=CC=CC=3)C=2C2C3C(=CC=CC=3)C=CC=2P(C2C=CC=CC=2)C2C=CC=CC=2)C=CC=CC=1.[NH2:77][CH2:78][CH2:79][CH2:80][CH2:81][CH2:82][C:83]([O:85][C:86]([CH3:89])([CH3:88])[CH3:87])=[O:84], predict the reaction product. The product is: [CH3:24][O:23][C:20]1[CH:21]=[CH:22][C:17]([C:8]2[C:7]3[C:2]([NH:77][CH2:78][CH2:79][CH2:80][CH2:81][CH2:82][C:83]([O:85][C:86]([CH3:89])([CH3:88])[CH3:87])=[O:84])=[N:3][CH:4]=[CH:5][C:6]=3[O:10][C:9]=2[C:11]2[CH:16]=[CH:15][CH:14]=[CH:13][CH:12]=2)=[CH:18][CH:19]=1. (4) Given the reactants [C:1]([OH:5])([CH3:4])([CH3:3])[CH3:2].C([Li])CCC.[CH:11]1([C:14](Cl)=[O:15])[CH2:13][CH2:12]1.O, predict the reaction product. The product is: [C:1]([O:5][C:14]([CH:11]1[CH2:13][CH2:12]1)=[O:15])([CH3:4])([CH3:3])[CH3:2]. (5) Given the reactants ClC1C=C(N(C2C=CC(F)=CC=2C)C(OC(OC(=O)CCC(O)=O)C)=O)C=CC=1C(=O)C1C=CC=CC=1C.[Br:39][C:40]1[CH:45]=[CH:44][C:43]([N:46]([C:67]2[CH:72]=[CH:71][C:70]([C:73](=[O:81])[C:74]3[CH:79]=[CH:78][CH:77]=[CH:76][C:75]=3[CH3:80])=[C:69]([Cl:82])[CH:68]=2)[C:47]([O:49][CH:50]([O:52][C:53](=[O:66])[CH2:54][CH2:55][C:56]([O:58]CC2C=CC=CC=2)=[O:57])[CH3:51])=[O:48])=[C:42]([CH3:83])[CH:41]=1, predict the reaction product. The product is: [Br:39][C:40]1[CH:45]=[CH:44][C:43]([N:46]([C:67]2[CH:72]=[CH:71][C:70]([C:73](=[O:81])[C:74]3[CH:79]=[CH:78][CH:77]=[CH:76][C:75]=3[CH3:80])=[C:69]([Cl:82])[CH:68]=2)[C:47]([O:49][CH:50]([O:52][C:53](=[O:66])[CH2:54][CH2:55][C:56]([OH:58])=[O:57])[CH3:51])=[O:48])=[C:42]([CH3:83])[CH:41]=1. (6) Given the reactants [CH2:1]([O:3][C:4]([C:6]1[CH:7]=[C:8]2[C:13](=[CH:14][CH:15]=1)[NH:12][CH:11]([C:16]1[CH:21]=[CH:20][CH:19]=[C:18](Br)[CH:17]=1)[C:10]([CH3:24])([CH3:23])[CH2:9]2)=[O:5])[CH3:2].[CH:25]([NH2:28])([CH3:27])[CH3:26].Cl.CN(C)CC(O)=O.C(=O)([O-])[O-].[K+].[K+], predict the reaction product. The product is: [CH2:1]([O:3][C:4]([C:6]1[CH:7]=[C:8]2[C:13](=[CH:14][CH:15]=1)[NH:12][CH:11]([C:16]1[CH:21]=[CH:20][CH:19]=[C:18]([NH:28][CH:25]([CH3:27])[CH3:26])[CH:17]=1)[C:10]([CH3:24])([CH3:23])[CH2:9]2)=[O:5])[CH3:2]. (7) Given the reactants CO[C:3](=[O:18])[C:4]1[C:5](=[CH:9][C:10]([N+:15]([O-:17])=[O:16])=[C:11]([NH2:14])[C:12]=1[CH3:13])[C:6]([OH:8])=O.CCN=C=NCCCN(C)C.Cl.C1C=CC2N(O)N=NC=2C=1.Cl.Cl.[NH2:43][CH:44]1[CH2:49][CH2:48][N:47]([CH3:50])[CH2:46][CH2:45]1, predict the reaction product. The product is: [NH2:14][C:11]1[C:12]([CH3:13])=[C:4]2[C:5](=[CH:9][C:10]=1[N+:15]([O-:17])=[O:16])[C:6](=[O:8])[N:43]([CH:44]1[CH2:49][CH2:48][N:47]([CH3:50])[CH2:46][CH2:45]1)[C:3]2=[O:18]. (8) Given the reactants [CH3:1][NH:2][C:3]1[C:8]([NH2:9])=[CH:7][C:6]([C:10]([F:13])([F:12])[F:11])=[CH:5][N:4]=1.[CH2:14]([C:16]1[CH:24]=[N:23][CH:22]=[CH:21][C:17]=1[C:18](O)=O)[CH3:15].CCN=C=NCCCN(C)C.N1C=CC=CC=1, predict the reaction product. The product is: [CH2:14]([C:16]1[CH:24]=[N:23][CH:22]=[CH:21][C:17]=1[C:18]1[N:2]([CH3:1])[C:3]2=[N:4][CH:5]=[C:6]([C:10]([F:11])([F:12])[F:13])[CH:7]=[C:8]2[N:9]=1)[CH3:15]. (9) The product is: [CH3:1][NH:2][C@@H:9]([C:11]1[O:12][C:13]2[CH:20]=[CH:19][CH:18]=[CH:17][C:14]=2[C:15]=1[CH3:16])[CH3:10]. Given the reactants [CH3:1][N:2]([C@@H:9]([C:11]1[O:12][C:13]2[CH:20]=[CH:19][CH:18]=[CH:17][C:14]=2[C:15]=1[CH3:16])[CH3:10])[S@@](C(C)(C)C)=O.C(O)(C(F)(F)F)=O, predict the reaction product.